This data is from Forward reaction prediction with 1.9M reactions from USPTO patents (1976-2016). The task is: Predict the product of the given reaction. (1) Given the reactants [F:1][CH2:2][CH2:3][N:4]1[CH2:9][CH2:8][N:7]([C:10]2[CH:11]=[N:12][C:13]([N+:16]([O-])=O)=[CH:14][CH:15]=2)[CH2:6][CH2:5]1, predict the reaction product. The product is: [F:1][CH2:2][CH2:3][N:4]1[CH2:5][CH2:6][N:7]([C:10]2[CH:15]=[CH:14][C:13]([NH2:16])=[N:12][CH:11]=2)[CH2:8][CH2:9]1. (2) Given the reactants [CH2:1](Cl)[CH:2]=[CH2:3].[NH2:5][C:6]1[NH:7][C:8](=[S:22])[C:9]2[N:10]=[CH:11][N:12]([C@@H:15]3[CH2:19][C@H:18]([CH2:20][OH:21])[CH:17]=[CH:16]3)[C:13]=2[N:14]=1.O, predict the reaction product. The product is: [NH2:5][C:6]1[N:14]=[C:13]2[C:9]([N:10]=[CH:11][N:12]2[C@@H:15]2[CH2:19][C@H:18]([CH2:20][OH:21])[CH:17]=[CH:16]2)=[C:8]([S:22][CH2:3][CH:2]=[CH2:1])[N:7]=1.